Dataset: Reaction yield outcomes from USPTO patents with 853,638 reactions. Task: Predict the reaction yield, written as a fraction of the theoretical maximum amount of product (1.0 means a 100% yield; for example, 0.34 means a 34% yield). (1) The reactants are [Br:1][C:2]1[CH:3]=[CH:4][C:5]([OH:11])=[C:6]([C:8](=[O:10])[CH3:9])[CH:7]=1.[CH3:12][CH:13]1[CH2:18][CH2:17][C:16](=O)[CH2:15][CH2:14]1.N1CCCC1. The catalyst is CO. The product is [Br:1][C:2]1[CH:7]=[C:6]2[C:5](=[CH:4][CH:3]=1)[O:11][C:16]1([CH2:17][CH2:18][CH:13]([CH3:12])[CH2:14][CH2:15]1)[CH2:9][C:8]2=[O:10]. The yield is 1.00. (2) The reactants are [CH3:1][N:2]([CH3:15])[C:3]([C:5]1[CH:6]=[C:7]([CH:12]=[CH:13][CH:14]=1)[C:8]([O:10]C)=[O:9])=[O:4].O.[OH-].[Li+].Cl. The catalyst is CO.O. The product is [CH3:1][N:2]([CH3:15])[C:3]([C:5]1[CH:6]=[C:7]([CH:12]=[CH:13][CH:14]=1)[C:8]([OH:10])=[O:9])=[O:4]. The yield is 0.990. (3) The reactants are [Cl:1][C:2]1[CH:7]=[CH:6][C:5]([O:8][C:9]2[CH:14]=[CH:13][C:12]([CH2:15][CH2:16][O:17][C:18]3[NH:19][CH:20]=[C:21]([CH2:25][C:26]([OH:28])=O)[C:22](=[O:24])[N:23]=3)=[CH:11][CH:10]=2)=[CH:4][C:3]=1[C:29]([F:32])([F:31])[F:30].C(Cl)CCl.C1C=CC2N(O)N=NC=2C=1.[C:47]([NH:50][NH2:51])(=[O:49])[CH3:48]. The catalyst is C1COCC1. The product is [C:47]([NH:50][NH:51][C:26](=[O:28])[CH2:25][C:21]1[C:22](=[O:24])[N:23]=[C:18]([O:17][CH2:16][CH2:15][C:12]2[CH:13]=[CH:14][C:9]([O:8][C:5]3[CH:6]=[CH:7][C:2]([Cl:1])=[C:3]([C:29]([F:30])([F:32])[F:31])[CH:4]=3)=[CH:10][CH:11]=2)[NH:19][CH:20]=1)(=[O:49])[CH3:48]. The yield is 0.275.